The task is: Predict the product of the given reaction.. This data is from Forward reaction prediction with 1.9M reactions from USPTO patents (1976-2016). (1) Given the reactants [CH2:1]([O:3][C:4](=[O:19])[CH2:5][C:6]1[CH:11]=[CH:10][C:9]([O:12][CH:13]([F:15])[F:14])=[C:8]([N+:16]([O-:18])=[O:17])[CH:7]=1)[CH3:2].[NH2:20][C:21]1[N:25]([CH:26]([CH:36]([OH:38])[CH3:37])[CH2:27][CH2:28][CH2:29][C:30]2[CH:35]=[CH:34][CH:33]=[CH:32][CH:31]=2)[CH:24]=[N:23][C:22]=1[C:39]([NH2:41])=[O:40].[Na], predict the reaction product. The product is: [C:4]([O:3][CH2:1][CH3:2])(=[O:19])[CH3:5].[CH3:36][OH:38].[NH4+:16].[OH-:3].[F:15][CH:13]([F:14])[O:12][C:9]1[CH:10]=[CH:11][C:6]([CH2:5][C:4]2[NH:41][C:39](=[O:40])[C:22]3[N:23]=[CH:24][N:25]([CH:26]([CH:36]([OH:38])[CH3:37])[CH2:27][CH2:28][CH2:29][C:30]4[CH:35]=[CH:34][CH:33]=[CH:32][CH:31]=4)[C:21]=3[N:20]=2)=[CH:7][C:8]=1[N+:16]([O-:18])=[O:17]. (2) Given the reactants [C:1]([C:3]1[CH:4]=[C:5]2[C:10](=[CH:11][C:12]=1F)[O:9][CH2:8][CH2:7][CH:6]2[C:14]([O:16][CH3:17])=[O:15])#[N:2].[OH:18][C:19]1[CH:27]=[CH:26][C:22]([C:23]([NH2:25])=[O:24])=[CH:21][CH:20]=1.C(=O)([O-])[O-].[K+].[K+], predict the reaction product. The product is: [C:23]([C:22]1[CH:26]=[CH:27][C:19]([O:18][C:12]2[CH:11]=[C:10]3[C:5]([CH:6]([C:14]([O:16][CH3:17])=[O:15])[CH2:7][CH2:8][O:9]3)=[CH:4][C:3]=2[C:1]#[N:2])=[CH:20][CH:21]=1)(=[O:24])[NH2:25]. (3) Given the reactants Br[C:2]1[CH:7]=[CH:6][CH:5]=[CH:4][C:3]=1[CH2:8][CH2:9][CH2:10][CH2:11][OH:12].[S:13]1[CH:17]=[CH:16][CH:15]=[C:14]1B(O)O.C([O-])(O)=O.[Na+], predict the reaction product. The product is: [S:13]1[CH:17]=[CH:16][CH:15]=[C:14]1[C:2]1[CH:7]=[CH:6][CH:5]=[CH:4][C:3]=1[CH2:8][CH2:9][CH2:10][CH2:11][OH:12]. (4) Given the reactants C(O[C:4]([CH:6]1[C:11](=O)[CH2:10][CH2:9][N:8]([C:13]([O:15][C:16]([CH3:19])([CH3:18])[CH3:17])=[O:14])[CH2:7]1)=[O:5])C.[N:20]1[C:29]2[C:24](=[CH:25][CH:26]=[CH:27][CH:28]=2)[N:23]=[CH:22][C:21]=1[NH:30][NH2:31], predict the reaction product. The product is: [C:16]([O:15][C:13]([N:8]1[CH2:9][CH2:10][C:11]2[NH:31][N:30]([C:21]3[CH:22]=[N:23][C:24]4[C:29](=[CH:28][CH:27]=[CH:26][CH:25]=4)[N:20]=3)[C:4](=[O:5])[C:6]=2[CH2:7]1)=[O:14])([CH3:17])([CH3:18])[CH3:19]. (5) Given the reactants [NH2:1][C:2]1[CH:10]=[CH:9][C:5]([C:6]([OH:8])=O)=[CH:4][N:3]=1.[CH:11]([NH2:14])([CH3:13])[CH3:12].C(P(O)(=O)O)CC.C(N(CC)CC)C.C(=O)(O)[O-].[Na+], predict the reaction product. The product is: [NH2:1][C:2]1[CH:10]=[CH:9][C:5]([C:6]([NH:14][CH:11]([CH3:13])[CH3:12])=[O:8])=[CH:4][N:3]=1.